From a dataset of Forward reaction prediction with 1.9M reactions from USPTO patents (1976-2016). Predict the product of the given reaction. (1) Given the reactants [CH3:1][C:2]1[N:3]([C:8]2[CH:12]=[CH:11][N:10]([CH3:13])[N:9]=2)[C:4]([CH3:7])=[CH:5][CH:6]=1.C([Li])CCC.CN(C)[CH:21]=[O:22].[Cl-].[NH4+], predict the reaction product. The product is: [CH3:7][C:4]1[N:3]([C:8]2[CH:12]=[C:11]([CH:21]=[O:22])[N:10]([CH3:13])[N:9]=2)[C:2]([CH3:1])=[CH:6][CH:5]=1. (2) The product is: [Cl:22][C:15]1[C:16]([F:21])=[CH:17][CH:18]=[C:19]([Cl:20])[C:14]=1[CH:12]([O:11][N:10]1[C:4]2[C:5](=[N:6][CH:7]=[C:2]([C:29]3[CH:30]=[C:25]([CH2:24][OH:23])[CH:26]=[CH:27][CH:28]=3)[CH:3]=2)[CH:8]=[CH:9]1)[CH3:13]. Given the reactants Br[C:2]1[CH:3]=[C:4]2[N:10]([O:11][CH:12]([C:14]3[C:19]([Cl:20])=[CH:18][CH:17]=[C:16]([F:21])[C:15]=3[Cl:22])[CH3:13])[CH:9]=[CH:8][C:5]2=[N:6][CH:7]=1.[OH:23][CH2:24][C:25]1[CH:26]=[C:27](B(O)O)[CH:28]=[CH:29][CH:30]=1, predict the reaction product.